This data is from Peptide-MHC class I binding affinity with 185,985 pairs from IEDB/IMGT. The task is: Regression. Given a peptide amino acid sequence and an MHC pseudo amino acid sequence, predict their binding affinity value. This is MHC class I binding data. (1) The peptide sequence is FRKAQIQGL. The binding affinity (normalized) is 0.213. The MHC is HLA-A66:01 with pseudo-sequence HLA-A66:01. (2) The peptide sequence is RQYFYMNK. The MHC is H-2-Kb with pseudo-sequence H-2-Kb. The binding affinity (normalized) is 0.430. (3) The peptide sequence is YCNYSKFWY. The MHC is HLA-A30:02 with pseudo-sequence HLA-A30:02. The binding affinity (normalized) is 0.337. (4) The peptide sequence is TVLDHILQK. The MHC is HLA-B15:01 with pseudo-sequence HLA-B15:01. The binding affinity (normalized) is 0.0847. (5) The peptide sequence is ALYEKKLAL. The MHC is HLA-A69:01 with pseudo-sequence HLA-A69:01. The binding affinity (normalized) is 0.0847.